Dataset: Full USPTO retrosynthesis dataset with 1.9M reactions from patents (1976-2016). Task: Predict the reactants needed to synthesize the given product. (1) Given the product [CH2:1]([O:3][C:4](=[O:24])[C:5]1[CH:17]=[C:16]([C:18](=[O:23])[C:19]([F:22])([F:21])[F:20])[CH:15]=[C:7]([C:8]([N:10]([CH3:14])[CH2:11][CH2:12][CH3:13])=[O:9])[CH:6]=1)[CH3:2], predict the reactants needed to synthesize it. The reactants are: [CH2:1]([O:3][C:4](=[O:24])[C:5]1[CH:17]=[C:16]([CH:18]([OH:23])[C:19]([F:22])([F:21])[F:20])[CH:15]=[C:7]([C:8]([N:10]([CH3:14])[CH2:11][CH2:12][CH3:13])=[O:9])[CH:6]=1)[CH3:2].CC(OI1(OC(C)=O)(OC(C)=O)OC(=O)C2C=CC=CC1=2)=O. (2) Given the product [CH:29]([OH:31])=[O:30].[NH2:17][C:10]1[CH2:11][O:12][CH2:13][C:14]([F:15])([F:16])[C@:8]([C:6]2[CH:7]=[C:2]([NH:1][C:29](=[O:30])[C:26]3[CH:25]=[CH:24][C:23]([O:22][CH:21]([F:32])[F:20])=[CH:28][N:27]=3)[CH:3]=[CH:4][C:5]=2[F:19])([CH3:18])[N:9]=1, predict the reactants needed to synthesize it. The reactants are: [NH2:1][C:2]1[CH:3]=[CH:4][C:5]([F:19])=[C:6]([C@:8]2([CH3:18])[C:14]([F:16])([F:15])[CH2:13][O:12][CH2:11][C:10]([NH2:17])=[N:9]2)[CH:7]=1.[F:20][CH:21]([F:32])[O:22][C:23]1[CH:24]=[CH:25][C:26]([C:29]([OH:31])=[O:30])=[N:27][CH:28]=1. (3) Given the product [CH2:1]([N:3]1[CH2:7][CH2:6][C@H:5]([C:8]([OH:10])=[O:9])[CH2:4]1)[CH3:2], predict the reactants needed to synthesize it. The reactants are: [CH2:1]([N:3]1[CH2:7][CH2:6][C@H:5]([C:8]([O:10]CC2C=CC=CC=2)=[O:9])[CH2:4]1)[CH3:2]. (4) Given the product [OH:18][C:12]1[CH:17]=[CH:16][C:15]([C:2]2([C:21]3[CH:22]=[CH:23][C:24]([OH:26])=[CH:19][CH:20]=3)[CH:3]3[CH2:9][CH:7]4[CH2:6][CH:5]([CH2:10][CH:1]2[CH2:8]4)[CH2:4]3)=[CH:14][CH:13]=1, predict the reactants needed to synthesize it. The reactants are: [CH:1]12[CH2:10][CH:5]3[CH2:6][CH:7]([CH2:9][CH:3]([CH2:4]3)[C:2]1=O)[CH2:8]2.[C:12]1([OH:18])[CH:17]=[CH:16][CH:15]=[CH:14][CH:13]=1.[CH2:19](S)[CH2:20][CH2:21][CH2:22][CH2:23][CH3:24].[OH:26]S(O)(=O)=O.